This data is from Reaction yield outcomes from USPTO patents with 853,638 reactions. The task is: Predict the reaction yield, written as a fraction of the theoretical maximum amount of product (1.0 means a 100% yield; for example, 0.34 means a 34% yield). (1) The reactants are [Cl:1][C:2]1[CH:3]=[CH:4][C:5]([NH2:26])=[N:6][C:7]=1[C:8]1[C:16]2[C:11](=[CH:12][CH:13]=[CH:14][CH:15]=2)[N:10]([S:17]([C:20]2[CH:25]=[CH:24][CH:23]=[CH:22][CH:21]=2)(=[O:19])=[O:18])[CH:9]=1.Br[C:28]1[CH:29]=[C:30]([NH:34][C:35]([C:37]2[CH:42]=[CH:41][C:40]([NH:43][C:44](=[O:50])[O:45][C:46]([CH3:49])([CH3:48])[CH3:47])=[CH:39][CH:38]=2)=[O:36])[CH:31]=[CH:32][CH:33]=1.CC1(C)C2C(=C(P(C3C=CC=CC=3)C3C=CC=CC=3)C=CC=2)OC2C(P(C3C=CC=CC=3)C3C=CC=CC=3)=CC=CC1=2.[O-]P([O-])([O-])=O.[K+].[K+].[K+]. The catalyst is CC([O-])=O.CC([O-])=O.[Pd+2].CC(O)C. The product is [Cl:1][C:2]1[CH:3]=[CH:4][C:5]([NH:26][C:28]2[CH:29]=[C:30]([NH:34][C:35]([C:37]3[CH:38]=[CH:39][C:40]([NH:43][C:44](=[O:50])[O:45][C:46]([CH3:48])([CH3:47])[CH3:49])=[CH:41][CH:42]=3)=[O:36])[CH:31]=[CH:32][CH:33]=2)=[N:6][C:7]=1[C:8]1[C:16]2[C:11](=[CH:12][CH:13]=[CH:14][CH:15]=2)[N:10]([S:17]([C:20]2[CH:21]=[CH:22][CH:23]=[CH:24][CH:25]=2)(=[O:19])=[O:18])[CH:9]=1. The yield is 0.560. (2) The product is [CH3:18][C:3]1[C:2]([B:22]2[O:23][C:24]([CH3:26])([CH3:25])[C:20]([CH3:27])([CH3:19])[O:21]2)=[C:6]([C:7]2([NH:10][C:11](=[O:17])[O:12][C:13]([CH3:16])([CH3:15])[CH3:14])[CH2:9][CH2:8]2)[O:5][N:4]=1. The reactants are Br[C:2]1[C:3]([CH3:18])=[N:4][O:5][C:6]=1[C:7]1([NH:10][C:11](=[O:17])[O:12][C:13]([CH3:16])([CH3:15])[CH3:14])[CH2:9][CH2:8]1.[CH3:19][C:20]1([CH3:27])[C:24]([CH3:26])([CH3:25])[O:23][BH:22][O:21]1.C(N(CC)CC)C. The catalyst is CC#N.CC#N.Cl[Pd]Cl.C1(P(C2CCCCC2)C2C=CC=CC=2C2C(OC)=CC=CC=2OC)CCCCC1.O1CCOCC1. The yield is 1.00. (3) The reactants are [CH:1]1([C:7]2[C:15]3[C:10](=[CH:11][C:12]([C:16]([O:18][CH3:19])=[O:17])=[CH:13][CH:14]=3)[NH:9][C:8]=2[C:20]2[CH:25]=[CH:24][CH:23]=[CH:22][C:21]=2[OH:26])[CH2:6][CH2:5][CH2:4][CH2:3][CH2:2]1.[F-].[Cs+].[N+](C1C=CC(S(O[CH2:42][C@H:43]2[CH2:45][N:44]2[C:46]([O:48][C:49]([CH3:52])([CH3:51])[CH3:50])=[O:47])(=O)=O)=CC=1)([O-])=O.CC([O-])(C)C.[K+]. The catalyst is CN(C=O)C. The product is [C:49]([O:48][C:46]([NH:44][C@@H:43]1[CH2:45][N:9]2[C:10]3[CH:11]=[C:12]([C:16]([O:18][CH3:19])=[O:17])[CH:13]=[CH:14][C:15]=3[C:7]([CH:1]3[CH2:6][CH2:5][CH2:4][CH2:3][CH2:2]3)=[C:8]2[C:20]2[CH:25]=[CH:24][CH:23]=[CH:22][C:21]=2[O:26][CH2:42]1)=[O:47])([CH3:52])([CH3:51])[CH3:50]. The yield is 0.850. (4) The reactants are [CH2:1]([Cl:3])Cl.[Li]CCCC.C[B:10]([OH:12])[OH:11].[OH:13][C:14]([C:17]([OH:20])([CH3:19])[CH3:18])([CH3:16])[CH3:15]. The catalyst is C1COCC1. The product is [Cl:3][CH:1]([B:10]([OH:12])[OH:11])[CH3:14].[OH:13][C:14]([C:17]([OH:20])([CH3:19])[CH3:18])([CH3:16])[CH3:15]. The yield is 0.300. (5) The reactants are Cl.CN(C)CCCN=C=NCC.Cl.[CH3:14][O:15][C:16](=[O:22])[C@@H:17]1[CH2:21][CH2:20][CH2:19][NH:18]1.[CH2:23]([N:26]([C:31]([O:33][CH2:34][C:35]1[CH:40]=[CH:39][CH:38]=[CH:37][CH:36]=1)=[O:32])[CH2:27][C:28](O)=[O:29])[CH:24]=[CH2:25].C(N(CC)CC)C. The catalyst is ClCCl. The product is [CH3:14][O:15][C:16](=[O:22])[C@@H:17]1[CH2:21][CH2:20][CH2:19][N:18]1[C:28](=[O:29])[CH2:27][N:26]([CH2:23][CH:24]=[CH2:25])[C:31]([O:33][CH2:34][C:35]1[CH:40]=[CH:39][CH:38]=[CH:37][CH:36]=1)=[O:32]. The yield is 0.660. (6) The yield is 0.590. The reactants are [OH:1][C:2]1[N:10]=[CH:9][CH:8]=[CH:7][C:3]=1[C:4](O)=[O:5].C[Si](C)(C)N[Si](C)(C)C.Cl[Si](C)(C)C. The product is [OH:5][CH2:4][C:3]1[C:2](=[O:1])[NH:10][CH:9]=[CH:8][CH:7]=1. The catalyst is C1(C)C=CC=CC=1. (7) The reactants are C(OC([N:8]1[CH2:12][CH:11]([O:13][C:14](=[O:24])[C:15]2[CH:20]=[CH:19][C:18]([N+:21]([O-:23])=[O:22])=[CH:17][CH:16]=2)[CH2:10][CH:9]1[C:25](=[O:37])[NH:26][C:27]1([C:32]([O:34][CH2:35][CH3:36])=[O:33])[CH2:29][CH:28]1[CH:30]=[CH2:31])=O)(C)(C)C. The catalyst is FC(F)(F)S(O)(=O)=O.ClCCl. The product is [CH2:35]([O:34][C:32]([C:27]1([NH:26][C:25]([CH:9]2[NH:8][CH2:12][CH:11]([O:13][C:14](=[O:24])[C:15]3[CH:16]=[CH:17][C:18]([N+:21]([O-:23])=[O:22])=[CH:19][CH:20]=3)[CH2:10]2)=[O:37])[CH2:29][CH:28]1[CH:30]=[CH2:31])=[O:33])[CH3:36]. The yield is 0.950.